Predict the reactants needed to synthesize the given product. From a dataset of Full USPTO retrosynthesis dataset with 1.9M reactions from patents (1976-2016). (1) Given the product [C:8]([O:12][C:13]([N:15]1[CH2:20][CH2:19][CH:18]([OH:21])[CH2:17][CH2:16]1)=[O:14])([CH3:11])([CH3:9])[CH3:10], predict the reactants needed to synthesize it. The reactants are: FC(F)(F)C(O)=O.[C:8]([O:12][C:13]([N:15]1[CH2:20][CH2:19][CH:18]([O:21]C2C=CC=C(Cl)C=2)[CH2:17][CH2:16]1)=[O:14])([CH3:11])([CH3:10])[CH3:9]. (2) Given the product [Br:12][C:13]1[CH:14]=[C:15]([CH2:21][CH2:22][OH:23])[CH:16]=[CH:17][C:18]=1[O:19][CH3:20], predict the reactants needed to synthesize it. The reactants are: BrC1C=C(CCO)C=CC=1C.[Br:12][C:13]1[CH:14]=[C:15]([CH2:21][C:22](O)=[O:23])[CH:16]=[CH:17][C:18]=1[O:19][CH3:20].BrC1C=C(CC(O)=O)C=CC=1C. (3) Given the product [F:25][CH:24]([F:26])[CH:23]([C:20]1[CH:19]=[CH:18][C:17]([N:10]2[CH2:11][CH2:12][C:8]3([CH2:14][CH2:15][C:5]4([O:4][CH2:3][CH2:2][O:1]4)[CH2:6][CH2:7]3)[C:9]2=[O:13])=[CH:22][CH:21]=1)[OH:27], predict the reactants needed to synthesize it. The reactants are: [O:1]1[C:5]2([CH2:15][CH2:14][C:8]3([CH2:12][CH2:11][NH:10][C:9]3=[O:13])[CH2:7][CH2:6]2)[O:4][CH2:3][CH2:2]1.Br[C:17]1[CH:22]=[CH:21][C:20]([CH:23]([OH:27])[CH:24]([F:26])[F:25])=[CH:19][CH:18]=1. (4) Given the product [OH:1][CH2:2][CH2:3][CH2:4][C:5]([O-:7])=[O:6].[OH:8][CH2:9][CH2:10][C:11]([O-:13])=[O:12].[C:34]([O-:36])(=[O:35])[CH:16]([CH3:15])[OH:47], predict the reactants needed to synthesize it. The reactants are: [OH:1][CH2:2][CH2:3][CH2:4][C:5]([O-:7])=[O:6].[OH:8][CH2:9][CH2:10][C:11]([O-:13])=[O:12].C[C:15]1(C)S[C@@H]2[C@H](NC([C@H](N)C3C=CC=CC=3)=O)C(=O)N2[C@H:16]1[C:34]([OH:36])=[O:35].C1C([C@@H](O)[C@H](NC(C(Cl)Cl)=O)C[OH:47])=CC=C([N+]([O-])=O)C=1. (5) The reactants are: [NH2:1][C:2]1[C:3]([C:14]([O:16][CH3:17])=[O:15])=[N:4][C:5]([O:12][CH3:13])=[C:6]([C:8]([F:11])([F:10])[F:9])[CH:7]=1.CCN(C(C)C)C(C)C.[CH3:27][C:28]([O:31][C:32](O[C:32]([O:31][C:28]([CH3:30])([CH3:29])[CH3:27])=[O:33])=[O:33])([CH3:30])[CH3:29]. Given the product [C:28]([O:31][C:32]([NH:1][C:2]1[C:3]([C:14]([O:16][CH3:17])=[O:15])=[N:4][C:5]([O:12][CH3:13])=[C:6]([C:8]([F:9])([F:10])[F:11])[CH:7]=1)=[O:33])([CH3:30])([CH3:29])[CH3:27], predict the reactants needed to synthesize it. (6) Given the product [C:1]([C:3]1[CH:8]=[CH:7][C:6]([CH:9]2[N:14]([C:15]([NH:17][CH:18]3[CH2:23][CH2:22][S:21](=[NH:52])(=[O:24])[CH2:20][CH2:19]3)=[O:16])[C:13](=[O:25])[N:12]([C:26]3[CH:31]=[CH:30][CH:29]=[C:28]([C:32]([F:34])([F:35])[F:33])[CH:27]=3)[C:11]3[CH2:36][CH2:37][C:38](=[O:39])[C:10]2=3)=[CH:5][CH:4]=1)#[N:2], predict the reactants needed to synthesize it. The reactants are: [C:1]([C:3]1[CH:8]=[CH:7][C:6]([CH:9]2[N:14]([C:15]([NH:17][CH:18]3[CH2:23][CH2:22][S:21](=[O:24])[CH2:20][CH2:19]3)=[O:16])[C:13](=[O:25])[N:12]([C:26]3[CH:31]=[CH:30][CH:29]=[C:28]([C:32]([F:35])([F:34])[F:33])[CH:27]=3)[C:11]3[CH2:36][CH2:37][C:38](=[O:39])[C:10]2=3)=[CH:5][CH:4]=1)#[N:2].C1(C)C=C(C)C=C(C)C=1S(O[NH2:52])(=O)=O. (7) Given the product [CH:12]1([CH2:17][C@@H:18]([C:19]([NH:11][NH:10][C:4]2[C:5]([F:9])=[C:6]([Cl:8])[N:7]=[C:2]([Cl:1])[N:3]=2)=[O:20])[CH2:22][N:23]([O:24][CH2:25][C:26]2[CH:31]=[CH:30][CH:29]=[CH:28][CH:27]=2)[CH:32]=[O:33])[CH2:16][CH2:15][CH2:14][CH2:13]1, predict the reactants needed to synthesize it. The reactants are: [Cl:1][C:2]1[N:7]=[C:6]([Cl:8])[C:5]([F:9])=[C:4]([NH:10][NH2:11])[N:3]=1.[CH:12]1([CH2:17][C@H:18]([CH2:22][N:23]([CH:32]=[O:33])[O:24][CH2:25][C:26]2[CH:31]=[CH:30][CH:29]=[CH:28][CH:27]=2)[C:19](O)=[O:20])[CH2:16][CH2:15][CH2:14][CH2:13]1.C1C=NC2N(O)N=NC=2C=1.CN1CCOCC1.C(Cl)CCl. (8) Given the product [F:7][C:8]1([F:18])[CH2:13][N:12]2[C:14]([NH2:27])=[N:15][CH2:16][C:11]2=[N:10][CH2:9]1.[Br:19][C:20]1[CH:21]=[C:22]([CH:30]=[CH:31][C:32]=1[F:33])[CH2:23][C:24]1[CH:25]=[CH:26][N:27]=[CH:28][CH:29]=1, predict the reactants needed to synthesize it. The reactants are: C(OO)(C)(C)C.[F:7][C:8]1([F:18])[CH2:13][N:12]2[C:14](=S)[NH:15][CH2:16][C:11]2=[N:10][CH2:9]1.[Br:19][C:20]1[CH:21]=[C:22]([CH:30]=[CH:31][C:32]=1[F:33])[CH2:23][C:24]1[CH:29]=[CH:28][N:27]=[CH:26][CH:25]=1.N. (9) Given the product [Cl:26][C:9]1[N:8]=[C:7]([NH:41][CH:36]2[CH2:40][CH2:39][CH2:38][CH2:37]2)[C:6]2[C:11](=[CH:12][CH:13]=[C:4]([N+:1]([O-:3])=[O:2])[CH:5]=2)[N:10]=1, predict the reactants needed to synthesize it. The reactants are: [N+:1]([C:4]1[CH:5]=[C:6]2[C:11](=[CH:12][CH:13]=1)[NH:10][C:9](=O)[NH:8][C:7]2=O)([O-:3])=[O:2].CN1CCN(C)C1=O.P(Cl)(Cl)([Cl:26])=O.C(N(CC)CC)C.[CH:36]1([NH2:41])[CH2:40][CH2:39][CH2:38][CH2:37]1.